This data is from Peptide-MHC class I binding affinity with 185,985 pairs from IEDB/IMGT. The task is: Regression. Given a peptide amino acid sequence and an MHC pseudo amino acid sequence, predict their binding affinity value. This is MHC class I binding data. (1) The peptide sequence is SVKGLTPSK. The MHC is HLA-A68:01 with pseudo-sequence HLA-A68:01. The binding affinity (normalized) is 0.520. (2) The peptide sequence is RAGRVIDPR. The MHC is HLA-A31:01 with pseudo-sequence HLA-A31:01. The binding affinity (normalized) is 0.688. (3) The peptide sequence is LQMLGENVL. The MHC is HLA-B39:01 with pseudo-sequence HLA-B39:01. The binding affinity (normalized) is 0.738. (4) The peptide sequence is FLSHNFTLVF. The MHC is HLA-A02:01 with pseudo-sequence HLA-A02:01. The binding affinity (normalized) is 1.00. (5) The peptide sequence is AVYGNITHK. The MHC is HLA-A23:01 with pseudo-sequence HLA-A23:01. The binding affinity (normalized) is 0. (6) The peptide sequence is DVSPLMHLF. The MHC is HLA-B07:02 with pseudo-sequence HLA-B07:02. The binding affinity (normalized) is 0.0847.